From a dataset of Full USPTO retrosynthesis dataset with 1.9M reactions from patents (1976-2016). Predict the reactants needed to synthesize the given product. Given the product [CH2:1]([O:3][CH:4]([O:13][CH2:14][CH3:15])[C:5]1[CH:12]=[CH:11][C:8]([CH2:9][NH:22][CH2:21][CH2:20][CH2:19][CH2:18][CH2:17][CH2:16][NH2:23])=[CH:7][CH:6]=1)[CH3:2], predict the reactants needed to synthesize it. The reactants are: [CH2:1]([O:3][CH:4]([O:13][CH2:14][CH3:15])[C:5]1[CH:12]=[CH:11][C:8]([CH:9]=O)=[CH:7][CH:6]=1)[CH3:2].[CH2:16]([NH2:23])[CH2:17][CH2:18][CH2:19][CH2:20][CH2:21][NH2:22].[BH4-].[Na+].